From a dataset of Forward reaction prediction with 1.9M reactions from USPTO patents (1976-2016). Predict the product of the given reaction. Given the reactants Cl[C:2]1[N:7]=[N:6][C:5]([C:8]2[C:9]3[N:10]([N:16]=[C:17]([C:19]([F:22])([F:21])[F:20])[N:18]=3)[C:11]([O:14][CH3:15])=[CH:12][CH:13]=2)=[CH:4][CH:3]=1.[OH2:23], predict the reaction product. The product is: [CH3:15][O:14][C:11]1[N:10]2[N:16]=[C:17]([C:19]([F:22])([F:21])[F:20])[N:18]=[C:9]2[C:8]([C:5]2[CH:4]=[CH:3][C:2](=[O:23])[NH:7][N:6]=2)=[CH:13][CH:12]=1.